Predict the reactants needed to synthesize the given product. From a dataset of Full USPTO retrosynthesis dataset with 1.9M reactions from patents (1976-2016). (1) Given the product [N+:4]([C:7]1[CH:8]=[C:9]([NH:21][C:26](=[O:28])[O:29][CH2:30][CH3:31])[C:10]2[N:14]=[CH:13][NH:12][C:11]=2[CH:15]=1)([O-:6])=[O:5], predict the reactants needed to synthesize it. The reactants are: C(O)C.[N+:4]([C:7]1[CH:8]=[C:9](C(O)=O)[C:10]2[NH:14][CH:13]=[N:12][C:11]=2[CH:15]=1)([O-:6])=[O:5].C([N:21](CC)CC)C.[C:26]([O:29][CH2:30][CH3:31])(=[O:28])C. (2) Given the product [C:24]([O:27][C:3]([C:5]1[C:6](=[O:22])[O:7][CH:8]([C:16]2[CH:21]=[CH:20][CH:19]=[CH:18][CH:17]=2)[C:9]=1[C:10]1[CH:15]=[CH:14][CH:13]=[CH:12][CH:11]=1)=[O:2])([CH3:26])([CH3:25])[CH3:23], predict the reactants needed to synthesize it. The reactants are: C[O:2][C:3]([C:5]1[C:6](=[O:22])[O:7][CH:8]([C:16]2[CH:21]=[CH:20][CH:19]=[CH:18][CH:17]=2)[C:9]=1[C:10]1[CH:15]=[CH:14][CH:13]=[CH:12][CH:11]=1)=O.[CH3:23][C:24]([OH:27])([CH3:26])[CH3:25]. (3) The reactants are: [Cl:1][C:2]1[CH:7]=[C:6]([Cl:8])[C:5]([C:9]2[CH:13]=[C:12]([O:14][CH:15]([F:17])[F:16])[N:11]([CH3:18])[N:10]=2)=[CH:4][C:3]=1[N+:19]([O-])=O.[H][H]. Given the product [Cl:1][C:2]1[CH:7]=[C:6]([Cl:8])[C:5]([C:9]2[CH:13]=[C:12]([O:14][CH:15]([F:17])[F:16])[N:11]([CH3:18])[N:10]=2)=[CH:4][C:3]=1[NH2:19], predict the reactants needed to synthesize it. (4) The reactants are: [CH3:1][C@@:2]1([OH:18])[C@H:6]([OH:7])[C@@H:5]([CH2:8][OH:9])[O:4][C@H:3]1[N:10]1[CH:17]=[CH:16][C:14]([NH2:15])=[N:13][C:11]1=[O:12].C([Mg]Cl)(C)(C)C.Cl[P:26]([NH:36][C@H:37]([C:39]([O:41][CH2:42][CH2:43][CH2:44][CH2:45][CH2:46][CH2:47][CH2:48][CH2:49]/[CH:50]=[CH:51]\[CH2:52][CH2:53][CH2:54][CH2:55][CH2:56][CH2:57][CH2:58][CH3:59])=[O:40])[CH3:38])([O:28][C:29]1[CH:34]=[CH:33][C:32]([Cl:35])=[CH:31][CH:30]=1)=[O:27]. Given the product [Cl:35][C:32]1[CH:31]=[CH:30][C:29]([O:28][P:26]([NH:36][C@@H:37]([CH3:38])[C:39]([O:41][CH2:42][CH2:43][CH2:44][CH2:45][CH2:46][CH2:47][CH2:48][CH2:49]/[CH:50]=[CH:51]\[CH2:52][CH2:53][CH2:54][CH2:55][CH2:56][CH2:57][CH2:58][CH3:59])=[O:40])([O:9][CH2:8][C@H:5]2[O:4][C@@H:3]([N:10]3[CH:17]=[CH:16][C:14]([NH2:15])=[N:13][C:11]3=[O:12])[C@:2]([CH3:1])([OH:18])[C@@H:6]2[OH:7])=[O:27])=[CH:34][CH:33]=1, predict the reactants needed to synthesize it. (5) Given the product [F:15][CH2:16][CH2:17][N:18]1[CH2:23][CH2:22][N:21]([CH:2]2[CH2:7][CH2:6][N:5]([C:8]([O:10][C:11]([CH3:14])([CH3:13])[CH3:12])=[O:9])[CH2:4][CH2:3]2)[CH2:20][CH2:19]1, predict the reactants needed to synthesize it. The reactants are: O=[C:2]1[CH2:7][CH2:6][N:5]([C:8]([O:10][C:11]([CH3:14])([CH3:13])[CH3:12])=[O:9])[CH2:4][CH2:3]1.[F:15][CH2:16][CH2:17][N:18]1[CH2:23][CH2:22][NH:21][CH2:20][CH2:19]1.CC(O)=O.C(O[BH-](OC(=O)C)OC(=O)C)(=O)C.[Na+].C([O-])(O)=O.[Na+]. (6) Given the product [C:1]1([S:7]([O:10][C:11]2[C:20]([Br:21])=[C:19]3[C:14]([CH:15]=[CH:16][C:17]([CH:22]([OH:26])[CH2:23][CH2:24][NH2:25])=[N:18]3)=[CH:13][CH:12]=2)(=[O:8])=[O:9])[CH:2]=[CH:3][CH:4]=[CH:5][CH:6]=1, predict the reactants needed to synthesize it. The reactants are: [C:1]1([S:7]([O:10][C:11]2[C:20]([Br:21])=[C:19]3[C:14]([CH:15]=[CH:16][C:17]([CH:22]([OH:26])[CH2:23][C:24]#[N:25])=[N:18]3)=[CH:13][CH:12]=2)(=[O:9])=[O:8])[CH:6]=[CH:5][CH:4]=[CH:3][CH:2]=1.